Dataset: Reaction yield outcomes from USPTO patents with 853,638 reactions. Task: Predict the reaction yield, written as a fraction of the theoretical maximum amount of product (1.0 means a 100% yield; for example, 0.34 means a 34% yield). (1) The reactants are [OH:1][C:2]([CH3:26])([CH3:25])[CH2:3][C:4]1[CH:5]=[C:6]([CH:22]=[CH:23][CH:24]=1)[O:7][C:8]1[CH2:12][N:11]([C@@H:13]([CH2:17][CH:18]([CH3:20])[CH3:19])[C:14]([OH:16])=O)[C:10](=[O:21])[CH:9]=1.Cl.[OH:28][C@@H:29]([CH2:59]O)[CH2:30][N:31]1[CH:35]=[CH:34][C:33]([NH:36]C(=O)[C@@H](N2CC(OC3C=CC=C(Cl)C=3Cl)=CC2=O)CC(C)C)=[N:32]1.[CH:61](N(CC)C(C)C)(C)C.F[P-](F)(F)(F)(F)F.N1(O[P+](N(C)C)(N(C)C)N(C)C)C2C=CC=CC=2N=N1. The catalyst is CN(C)C=O. The product is [OH:28][C:29]([CH3:59])([CH3:61])[CH2:30][N:31]1[CH:35]=[CH:34][C:33]([NH:36][C:14](=[O:16])[C@@H:13]([N:11]2[CH2:12][C:8]([O:7][C:6]3[CH:22]=[CH:23][CH:24]=[C:4]([CH2:3][C:2]([OH:1])([CH3:26])[CH3:25])[CH:5]=3)=[CH:9][C:10]2=[O:21])[CH2:17][CH:18]([CH3:20])[CH3:19])=[N:32]1. The yield is 0.300. (2) The reactants are Cl[C:2]1[C:7]([N:8]([CH3:21])[C:9](=[O:20])[C:10]2[CH:15]=[CH:14][CH:13]=[CH:12][C:11]=2[C:16]([F:19])([F:18])[F:17])=[CH:6][CH:5]=[CH:4][N:3]=1.C(=O)([O-])[O-].[Na+].[Na+]. The catalyst is [Pd].C1(P(C2C=CC=CC=2)C2C=CC=CC=2)C=CC=CC=1.C1(P(C2C=CC=CC=2)C2C=CC=CC=2)C=CC=CC=1.C1(P(C2C=CC=CC=2)C2C=CC=CC=2)C=CC=CC=1.C1(P(C2C=CC=CC=2)C2C=CC=CC=2)C=CC=CC=1.CN(C)C(=O)C. The product is [CH3:21][N:8]1[C:7]2[C:2](=[N:3][CH:4]=[CH:5][CH:6]=2)[C:15]2[CH:14]=[CH:13][CH:12]=[C:11]([C:16]([F:19])([F:18])[F:17])[C:10]=2[C:9]1=[O:20]. The yield is 0.940. (3) The reactants are [CH2:1]([NH2:3])[CH3:2].Cl[C:5]1[C:12]([N+:13]([O-:15])=[O:14])=[CH:11][CH:10]=[C:9]([Cl:16])[C:6]=1[C:7]#[N:8]. The catalyst is C1COCC1.CCOC(C)=O. The product is [Cl:16][C:9]1[C:6]([C:7]#[N:8])=[C:5]([NH:3][CH2:1][CH3:2])[C:12]([N+:13]([O-:15])=[O:14])=[CH:11][CH:10]=1. The yield is 0.820.